The task is: Predict the reactants needed to synthesize the given product.. This data is from Full USPTO retrosynthesis dataset with 1.9M reactions from patents (1976-2016). (1) Given the product [F:1][C:2]1[CH:7]=[CH:6][C:5]([CH2:8][C:9]2[C:11]3[CH2:12][S:13][CH2:14][CH2:15][C:16]=3[N:33]=[C:31]([NH:30][C:27]3[CH:28]=[CH:29][C:24]([N:20]4[CH:21]=[CH:22][N:23]=[C:19]4[CH3:18])=[CH:25][CH:26]=3)[N:32]=2)=[CH:4][CH:3]=1, predict the reactants needed to synthesize it. The reactants are: [F:1][C:2]1[CH:7]=[CH:6][C:5]([CH2:8][C:9]([CH:11]2[C:16](=O)[CH2:15][CH2:14][S:13][CH2:12]2)=O)=[CH:4][CH:3]=1.[CH3:18][C:19]1[N:20]([C:24]2[CH:29]=[CH:28][C:27]([NH:30][C:31]([NH2:33])=[NH:32])=[CH:26][CH:25]=2)[CH:21]=[CH:22][N:23]=1. (2) Given the product [CH3:1][O:2][C:3]1[CH:4]=[C:5]([NH:9][CH:20]=[C:14]2[C:15](=[O:17])[O:16][C:11]([CH3:19])([CH3:10])[O:12][C:13]2=[O:18])[CH:6]=[CH:7][CH:8]=1, predict the reactants needed to synthesize it. The reactants are: [CH3:1][O:2][C:3]1[CH:8]=[CH:7][CH:6]=[C:5]([NH2:9])[CH:4]=1.[CH3:10][C:11]1([CH3:19])[O:16][C:15](=[O:17])[CH2:14][C:13](=[O:18])[O:12]1.[CH2:20](OC(OCC)OCC)C. (3) The reactants are: [Cl:1][C:2]1[CH:7]=[CH:6][C:5]([C:8]2[C:13]([O:14][C@@H:15]([CH3:20])[C:16]([F:19])([F:18])[F:17])=[CH:12][N:11]=[C:10]([C:21](O)=[O:22])[CH:9]=2)=[CH:4][CH:3]=1.Cl.[CH3:25][O:26][C:27]1[CH:31]=[C:30]([CH2:32][NH2:33])[O:29][N:28]=1. Given the product [Cl:1][C:2]1[CH:3]=[CH:4][C:5]([C:8]2[C:13]([O:14][C@@H:15]([CH3:20])[C:16]([F:19])([F:17])[F:18])=[CH:12][N:11]=[C:10]([C:21]([NH:33][CH2:32][C:30]3[O:29][N:28]=[C:27]([O:26][CH3:25])[CH:31]=3)=[O:22])[CH:9]=2)=[CH:6][CH:7]=1, predict the reactants needed to synthesize it. (4) Given the product [Cl:1][C:2]1[N:7]=[C:6]([S:11][CH3:10])[C:5]([Cl:9])=[CH:4][N:3]=1, predict the reactants needed to synthesize it. The reactants are: [Cl:1][C:2]1[N:7]=[C:6](Cl)[C:5]([Cl:9])=[CH:4][N:3]=1.[CH3:10][S-:11].[Na+]. (5) Given the product [CH3:1][C:2]1[CH:3]=[C:4]([CH:9]2[CH2:10][CH:11]([C:22]3[O:23][N:31]=[C:27]([CH:28]([CH3:30])[CH3:29])[N:26]=3)[CH2:12][N:13]([C:15]([N:17]3[CH2:20][CH:19]([OH:21])[CH2:18]3)=[O:16])[CH2:14]2)[CH:5]=[CH:6][C:7]=1[CH3:8], predict the reactants needed to synthesize it. The reactants are: [CH3:1][C:2]1[CH:3]=[C:4]([CH:9]2[CH2:14][N:13]([C:15]([N:17]3[CH2:20][CH:19]([OH:21])[CH2:18]3)=[O:16])[CH2:12][CH:11]([C:22](O)=[O:23])[CH2:10]2)[CH:5]=[CH:6][C:7]=1[CH3:8].O[N:26]=[C:27]([NH2:31])[CH:28]([CH3:30])[CH3:29].